Predict the product of the given reaction. From a dataset of Forward reaction prediction with 1.9M reactions from USPTO patents (1976-2016). (1) Given the reactants Cl.[NH:2]([CH2:4][C:5]([O:7][CH2:8][CH3:9])=[O:6])[NH2:3].[CH3:10][C:11](=O)[CH:12]=[CH:13][CH3:14].C(=O)(O)[O-].[Na+], predict the reaction product. The product is: [CH3:10][C:11]1[CH2:12][CH:13]([CH3:14])[N:2]([CH2:4][C:5]([O:7][CH2:8][CH3:9])=[O:6])[N:3]=1. (2) Given the reactants S(Cl)([Cl:3])=O.O[CH2:6][CH2:7][CH2:8][C:9]1[CH:10]=[N:11][CH:12]=[CH:13][CH:14]=1.C(=O)([O-])[O-].[K+].[K+], predict the reaction product. The product is: [Cl:3][CH2:6][CH2:7][CH2:8][C:9]1[CH:10]=[N:11][CH:12]=[CH:13][CH:14]=1.